This data is from Forward reaction prediction with 1.9M reactions from USPTO patents (1976-2016). The task is: Predict the product of the given reaction. (1) Given the reactants Cl.[NH2:2][CH:3]1[CH2:8][CH2:7][N:6]([CH2:9][C@@H:10]([C:12]2[C:13]([CH3:22])=[C:14]3[C:18](=[CH:19][CH:20]=2)[C:17](=[O:21])[O:16][CH2:15]3)[OH:11])[CH2:5][CH2:4]1.[N:23]1([C:28]2[CH:36]=[CH:35][C:31]([C:32](O)=[O:33])=[CH:30][CH:29]=2)[CH:27]=[N:26][N:25]=[N:24]1, predict the reaction product. The product is: [OH:11][C@H:10]([C:12]1[C:13]([CH3:22])=[C:14]2[C:18](=[CH:19][CH:20]=1)[C:17](=[O:21])[O:16][CH2:15]2)[CH2:9][N:6]1[CH2:7][CH2:8][CH:3]([NH:2][C:32](=[O:33])[C:31]2[CH:35]=[CH:36][C:28]([N:23]3[CH:27]=[N:26][N:25]=[N:24]3)=[CH:29][CH:30]=2)[CH2:4][CH2:5]1. (2) Given the reactants [N+:1]([C:4]1[CH:9]=[CH:8][C:7]([C:10]2[S:11][CH:12]=[CH:13][CH:14]=2)=[CH:6][C:5]=1[NH:15][C:16](=[O:28])[C:17]1[CH:22]=[CH:21][C:20]([C:23]2[NH:27][N:26]=[N:25][N:24]=2)=[CH:19][CH:18]=1)([O-])=O, predict the reaction product. The product is: [NH2:1][C:4]1[CH:9]=[CH:8][C:7]([C:10]2[S:11][CH:12]=[CH:13][CH:14]=2)=[CH:6][C:5]=1[NH:15][C:16](=[O:28])[C:17]1[CH:18]=[CH:19][C:20]([C:23]2[NH:27][N:26]=[N:25][N:24]=2)=[CH:21][CH:22]=1.